This data is from NCI-60 drug combinations with 297,098 pairs across 59 cell lines. The task is: Regression. Given two drug SMILES strings and cell line genomic features, predict the synergy score measuring deviation from expected non-interaction effect. Drug 2: CC(C)(C#N)C1=CC(=CC(=C1)CN2C=NC=N2)C(C)(C)C#N. Cell line: SNB-19. Drug 1: CC12CCC(CC1=CCC3C2CCC4(C3CC=C4C5=CN=CC=C5)C)O. Synergy scores: CSS=-0.419, Synergy_ZIP=-0.743, Synergy_Bliss=-2.18, Synergy_Loewe=-1.50, Synergy_HSA=-1.78.